Dataset: Catalyst prediction with 721,799 reactions and 888 catalyst types from USPTO. Task: Predict which catalyst facilitates the given reaction. Reactant: [Cl:1][C:2]1[C:3](I)=[CH:4][C:5]([C:8]([F:11])([F:10])[F:9])=[N:6][CH:7]=1.ClC1C=CC(C(F)(F)F)=CC=1[C@H]1N(C(OC(C)(C)C)=O)[C@H](C(OCC)=O)CC1.C([Li])CCC.[CH2:46]([O:48][C:49](=[O:63])[C@@H:50]1[CH2:54][CH2:53][C:52](=[O:55])[N:51]1[C:56]([O:58][C:59]([CH3:62])([CH3:61])[CH3:60])=[O:57])[CH3:47].[NH4+].[Cl-]. Product: [C:59]([O:58][C:56]([NH:51][C@@H:50]([CH2:54][CH2:53][C:52]([C:3]1[C:2]([Cl:1])=[CH:7][N:6]=[C:5]([C:8]([F:11])([F:10])[F:9])[CH:4]=1)=[O:55])[C:49]([O:48][CH2:46][CH3:47])=[O:63])=[O:57])([CH3:60])([CH3:62])[CH3:61]. The catalyst class is: 27.